From a dataset of Forward reaction prediction with 1.9M reactions from USPTO patents (1976-2016). Predict the product of the given reaction. (1) Given the reactants [CH2:1]([CH:3]([CH2:42][CH2:43][CH2:44][CH3:45])[CH2:4][N:5]1[C:17]2[C:12](=[CH:13][C:14]([C:22](=O)[C:23]3[CH:28]=[CH:27][C:26](F)=[CH:25][CH:24]=3)=[C:15]3[CH:21]=[CH:20][CH:19]=[CH:18][C:16]3=2)[C:11]2[C:6]1=[CH:7][CH:8]=[C:9]([C:31]([C:33]1[C:38]([CH3:39])=[CH:37][C:36]([CH3:40])=[CH:35][C:34]=1[CH3:41])=O)[CH:10]=2)[CH3:2].[F:46][C:47]([F:53])([CH:50]([F:52])[F:51])[CH2:48]O.[OH-:54].[Na+].[OH2:56].[N:57]1C=CC=CC=1, predict the reaction product. The product is: [CH2:1]([CH:3]([CH2:42][CH2:43][CH2:44][CH3:45])[CH2:4][N:5]1[C:17]2[C:12](=[CH:13][C:14]([CH2:22][C:23]3[CH:28]=[CH:27][C:26]([O:54][CH2:48][C:47]([F:53])([F:46])[CH:50]([F:52])[F:51])=[CH:25][CH:24]=3)=[C:15]3[CH:21]=[CH:20][CH:19]=[CH:18][C:16]3=2)[C:11]2[C:6]1=[CH:7][CH:8]=[C:9]([C:31](=[N:57][OH:56])[C:33]1[C:38]([CH3:39])=[CH:37][C:36]([CH3:40])=[CH:35][C:34]=1[CH3:41])[CH:10]=2)[CH3:2]. (2) Given the reactants Cl.[C:2]([C:4]1[CH:9]=[CH:8][C:7]([N:10]=[C:11]2[N:15]([CH2:16][CH:17]([CH3:19])[CH3:18])[C@@H:14]([CH2:20][CH:21]([CH3:23])[CH3:22])[CH2:13][S:12]2)=[C:6]([CH2:24][CH3:25])[CH:5]=1)#[N:3].O.C([O-])(O)=O.[Na+], predict the reaction product. The product is: [C:2]([C:4]1[CH:9]=[CH:8][C:7]([N:10]=[C:11]2[N:15]([CH2:16][CH:17]([CH3:19])[CH3:18])[C@@H:14]([CH2:20][CH:21]([CH3:23])[CH3:22])[CH2:13][S:12]2)=[C:6]([CH2:24][CH3:25])[CH:5]=1)#[N:3]. (3) Given the reactants Cl[C:2]1[N:7]=[C:6]([C:8]2[S:12][C:11]([CH:13]([CH3:15])[CH3:14])=[N:10][C:9]=2[C:16]2[CH:17]=[CH:18][C:19]([F:34])=[C:20]([NH:22][S:23]([C:26]3[CH:31]=[C:30]([F:32])[CH:29]=[CH:28][C:27]=3[F:33])(=[O:25])=[O:24])[CH:21]=2)[CH:5]=[CH:4][N:3]=1.[CH3:35][S:36]([N:39]1[CH2:44][CH2:43][CH:42]([NH2:45])[CH2:41][CH2:40]1)(=[O:38])=[O:37], predict the reaction product. The product is: [F:33][C:27]1[CH:28]=[CH:29][C:30]([F:32])=[CH:31][C:26]=1[S:23]([NH:22][C:20]1[CH:21]=[C:16]([C:9]2[N:10]=[C:11]([CH:13]([CH3:15])[CH3:14])[S:12][C:8]=2[C:6]2[CH:5]=[CH:4][N:3]=[C:2]([NH:45][CH:42]3[CH2:43][CH2:44][N:39]([S:36]([CH3:35])(=[O:38])=[O:37])[CH2:40][CH2:41]3)[N:7]=2)[CH:17]=[CH:18][C:19]=1[F:34])(=[O:25])=[O:24]. (4) Given the reactants [CH2:1]([C:5]1[N:10]=[C:9]([CH3:11])[N:8]([CH2:12][C:13]2[CH:18]=[N:17][CH:16]=[CH:15][N:14]=2)[C:7](=[O:19])[C:6]=1[CH2:20][C:21]1[CH:26]=[CH:25][C:24]([C:27]2[CH:32]=[CH:31][CH:30]=[CH:29][C:28]=2[C:33]2[NH:37][C:36](=[O:38])[O:35][N:34]=2)=[CH:23][CH:22]=1)[CH2:2][CH2:3][CH3:4].[ClH:39].C(OCC)(=O)C, predict the reaction product. The product is: [ClH:39].[CH2:1]([C:5]1[N:10]=[C:9]([CH3:11])[N:8]([CH2:12][C:13]2[CH:18]=[N:17][CH:16]=[CH:15][N:14]=2)[C:7](=[O:19])[C:6]=1[CH2:20][C:21]1[CH:26]=[CH:25][C:24]([C:27]2[CH:32]=[CH:31][CH:30]=[CH:29][C:28]=2[C:33]2[NH:37][C:36](=[O:38])[O:35][N:34]=2)=[CH:23][CH:22]=1)[CH2:2][CH2:3][CH3:4]. (5) Given the reactants [F:1][C:2]([F:31])([F:30])[C:3]1[CH:4]=[C:5]([C@H:13]([O:15][C@@H:16]2[C@@H:21]([C:22]3[CH:27]=[CH:26][CH:25]=[CH:24][CH:23]=3)[C@H:20]([CH:28]=O)[CH2:19][CH2:18][O:17]2)[CH3:14])[CH:6]=[C:7]([C:9]([F:12])([F:11])[F:10])[CH:8]=1.[NH:32]1[CH2:37][CH2:36][S:35](=[O:39])(=[O:38])[CH2:34][CH2:33]1, predict the reaction product. The product is: [F:12][C:9]([F:11])([F:10])[C:7]1[CH:6]=[C:5]([C@H:13]([O:15][C@@H:16]2[C@@H:21]([C:22]3[CH:23]=[CH:24][CH:25]=[CH:26][CH:27]=3)[C@H:20]([CH2:28][N:32]3[CH2:37][CH2:36][S:35](=[O:39])(=[O:38])[CH2:34][CH2:33]3)[CH2:19][CH2:18][O:17]2)[CH3:14])[CH:4]=[C:3]([C:2]([F:1])([F:31])[F:30])[CH:8]=1. (6) Given the reactants [S:1]1[CH:5]=[CH:4][C:3]([C:6]2[CH:11]=[CH:10][N:9]3[C:12]([C:15]4[CH:22]=[CH:21][C:18]([CH2:19][NH2:20])=[CH:17][CH:16]=4)=[CH:13][N:14]=[C:8]3[CH:7]=2)=[CH:2]1.ClC(Cl)(Cl)C[O:26][C:27](=O)[NH:28][C:29]1[N:30]([C:38]2[CH:43]=[CH:42][C:41]([CH3:44])=[CH:40][CH:39]=2)[N:31]=[C:32]([C:34]([CH3:37])([CH3:36])[CH3:35])[CH:33]=1.C(N(C(C)C)CC)(C)C, predict the reaction product. The product is: [C:34]([C:32]1[CH:33]=[C:29]([NH:28][C:27]([NH:20][CH2:19][C:18]2[CH:21]=[CH:22][C:15]([C:12]3[N:9]4[CH:10]=[CH:11][C:6]([C:3]5[CH:4]=[CH:5][S:1][CH:2]=5)=[CH:7][C:8]4=[N:14][CH:13]=3)=[CH:16][CH:17]=2)=[O:26])[N:30]([C:38]2[CH:43]=[CH:42][C:41]([CH3:44])=[CH:40][CH:39]=2)[N:31]=1)([CH3:37])([CH3:35])[CH3:36]. (7) Given the reactants Br[C:2]1[CH:7]=[CH:6][C:5]([N:8]2[C:12]([CH3:13])=[C:11]([CH2:14][C:15]3[CH:28]=[CH:27][C:18]([C:19]([NH:21][CH2:22][C:23](O)([CH3:25])[CH3:24])=[O:20])=[CH:17][CH:16]=3)[C:10]([CH3:29])=[N:9]2)=[CH:4][C:3]=1[Cl:30].[Cu][C:32]#[N:33].C(=O)([O-])O.[Na+], predict the reaction product. The product is: [Cl:30][C:3]1[CH:4]=[C:5]([N:8]2[C:12]([CH3:13])=[C:11]([CH2:14][C:15]3[CH:16]=[CH:17][C:18]([C:19]([NH:21][CH2:22][C:23]([CH3:24])=[CH2:25])=[O:20])=[CH:27][CH:28]=3)[C:10]([CH3:29])=[N:9]2)[CH:6]=[CH:7][C:2]=1[C:32]#[N:33]. (8) Given the reactants F[C:2]1[CH:7]=[CH:6][C:5]([N+:8]([O-:10])=[O:9])=[CH:4][CH:3]=1.[NH2:11][CH2:12][CH2:13][CH2:14][O:15][CH2:16][CH:17]([CH2:22][CH3:23])[CH2:18][CH2:19][CH2:20][CH3:21].C([O-])([O-])=O.[K+].[K+], predict the reaction product. The product is: [CH2:22]([CH:17]([CH2:18][CH2:19][CH2:20][CH3:21])[CH2:16][O:15][CH2:14][CH2:13][CH2:12][NH:11][C:2]1[CH:7]=[CH:6][C:5]([N+:8]([O-:10])=[O:9])=[CH:4][CH:3]=1)[CH3:23]. (9) Given the reactants [CH3:1][C:2]1[C:10]2[C:9]([CH2:11][N:12]3[C:16]4[CH:17]=[CH:18][CH:19]=[CH:20][C:15]=4[NH:14][C:13]3=[O:21])=[CH:8][S:7][C:6]=2[CH:5]=[CH:4][CH:3]=1.[C:22]1([O:28][S:29]([CH:32]=[CH2:33])(=[O:31])=[O:30])[CH:27]=[CH:26][CH:25]=[CH:24][CH:23]=1.[OH-].[Na+].[NH4+].[Cl-], predict the reaction product. The product is: [C:22]1([O:28][S:29]([CH2:32][CH2:33][N:14]2[C:15]3[CH:20]=[CH:19][CH:18]=[CH:17][C:16]=3[N:12]([CH2:11][C:9]3[C:10]4[C:2]([CH3:1])=[CH:3][CH:4]=[CH:5][C:6]=4[S:7][CH:8]=3)[C:13]2=[O:21])(=[O:31])=[O:30])[CH:23]=[CH:24][CH:25]=[CH:26][CH:27]=1.